Dataset: Full USPTO retrosynthesis dataset with 1.9M reactions from patents (1976-2016). Task: Predict the reactants needed to synthesize the given product. (1) Given the product [CH3:37][O:39][CH:40]([O:32][CH3:31])[CH3:41].[C:31](=[O:33])=[O:32], predict the reactants needed to synthesize it. The reactants are: N1CCCC1.[O-]S(C(F)(F)F)(=O)=O.C([Sn](CCCC)(CCCC)C=C)CCC.FC(F)(F)[C:31]([OH:33])=[O:32].Cl[C:37]([O:39][CH:40](Cl)[CH3:41])=O. (2) Given the product [CH3:1][C:2]1[CH:7]=[C:6]([CH3:8])[NH:5][C:4](=[O:9])[C:3]=1[CH2:10][NH:11][C:12]([C:14]1[C:15]([CH3:34])=[C:16]([CH:19]([OH:33])[CH:20]2[CH2:25][CH2:24][NH:23][CH2:22][CH2:21]2)[S:17][CH:18]=1)=[O:13], predict the reactants needed to synthesize it. The reactants are: [CH3:1][C:2]1[CH:7]=[C:6]([CH3:8])[NH:5][C:4](=[O:9])[C:3]=1[CH2:10][NH:11][C:12]([C:14]1[C:15]([CH3:34])=[C:16]([CH:19]([OH:33])[CH:20]2[CH2:25][CH2:24][N:23](C(OC(C)(C)C)=O)[CH2:22][CH2:21]2)[S:17][CH:18]=1)=[O:13].Cl.O1CCOCC1. (3) Given the product [CH3:15][O:16][C:17]1[CH:18]=[C:19]2[C:20](=[CH:21][CH:22]=1)[NH:23][C:10]1[C:11]3[N:1]=[CH:2][CH:3]=[CH:4][C:5]=3[NH:6][C:7](=[O:13])[CH2:8][C:9]2=1, predict the reactants needed to synthesize it. The reactants are: [N:1]1[C:11]2[C:10](=O)[CH2:9][CH2:8][C:7](=[O:13])[NH:6][C:5]=2[CH:4]=[CH:3][CH:2]=1.Cl.[CH3:15][O:16][C:17]1[CH:22]=[CH:21][C:20]([NH:23]N)=[CH:19][CH:18]=1.C([O-])(=O)C.[Na+].